Dataset: Full USPTO retrosynthesis dataset with 1.9M reactions from patents (1976-2016). Task: Predict the reactants needed to synthesize the given product. (1) Given the product [C:21]([NH:1][C:2]1[S:3][C:4]([C:8]([O:10][CH2:11][CH3:12])=[O:9])=[C:5]([CH3:7])[N:6]=1)(=[O:28])[C:22]1[CH:27]=[CH:26][N:25]=[CH:24][CH:23]=1, predict the reactants needed to synthesize it. The reactants are: [NH2:1][C:2]1[S:3][C:4]([C:8]([O:10][CH2:11][CH3:12])=[O:9])=[C:5]([CH3:7])[N:6]=1.C(N(CC)CC)C.Cl.[C:21](Cl)(=[O:28])[C:22]1[CH:27]=[CH:26][N:25]=[CH:24][CH:23]=1. (2) The reactants are: [NH2:1][C:2]1[N:3]=[C:4]([N:10]2[CH2:15][CH2:14][CH:13]([O:16][C:17]3[CH:22]=[CH:21][CH:20]=[CH:19][C:18]=3[C:23]([F:26])([F:25])[F:24])[CH2:12][CH2:11]2)[S:5][C:6]=1[C:7]([NH2:9])=[O:8].[Cl:27][CH2:28][C:29](O)=O.ClCC(Cl)=O. Given the product [Cl:27][CH2:28][C:29]1[NH:9][C:7](=[O:8])[C:6]2[S:5][C:4]([N:10]3[CH2:11][CH2:12][CH:13]([O:16][C:17]4[CH:22]=[CH:21][CH:20]=[CH:19][C:18]=4[C:23]([F:26])([F:25])[F:24])[CH2:14][CH2:15]3)=[N:3][C:2]=2[N:1]=1, predict the reactants needed to synthesize it. (3) Given the product [Si:26]([O:20][C:15]1[CH:16]=[C:17]2[C:12](=[CH:13][CH:14]=1)[CH2:11][CH:10]([C:3]1[CH:4]=[CH:5][C:6]([O:8][CH3:9])=[CH:7][C:2]=1[NH2:1])[CH2:19][CH2:18]2)([C:29]([CH3:32])([CH3:31])[CH3:30])([CH3:28])[CH3:27], predict the reactants needed to synthesize it. The reactants are: [NH2:1][C:2]1[CH:7]=[C:6]([O:8][CH3:9])[CH:5]=[CH:4][C:3]=1[CH:10]1[CH2:19][CH2:18][C:17]2[CH:16]=[C:15]([OH:20])[CH:14]=[CH:13][C:12]=2[CH2:11]1.N1C=CN=C1.[Si:26](Cl)([C:29]([CH3:32])([CH3:31])[CH3:30])([CH3:28])[CH3:27]. (4) Given the product [C:1]([C:4]1[CH:5]=[C:6]2[C:11](=[O:12])[N:10]([CH2:13][CH2:14][NH:15][C:16]([O:18][CH2:19][CH2:20][CH2:21][CH2:22][CH2:23][CH2:24][O:25][C:33]([C:40]3[CH:45]=[CH:44][CH:43]=[CH:42][CH:41]=3)([C:34]3[CH:35]=[CH:36][CH:37]=[CH:38][CH:39]=3)[C:32]3[CH:47]=[CH:48][CH:49]=[C:30]([O:29][CH3:28])[C:31]=3[O:50][CH3:51])=[O:17])[C:8](=[O:9])[C:7]2=[CH:26][CH:27]=1)([OH:3])=[O:2], predict the reactants needed to synthesize it. The reactants are: [C:1]([C:4]1[CH:5]=[C:6]2[C:11](=[O:12])[N:10]([CH2:13][CH2:14][NH:15][C:16]([O:18][CH2:19][CH2:20][CH2:21][CH2:22][CH2:23][CH2:24][OH:25])=[O:17])[C:8](=[O:9])[C:7]2=[CH:26][CH:27]=1)([OH:3])=[O:2].[CH3:28][O:29][C:30]1[C:31]([O:50][CH3:51])=[C:32]([CH:47]=[CH:48][CH:49]=1)[C:33](Cl)([C:40]1[CH:45]=[CH:44][CH:43]=[CH:42][CH:41]=1)[C:34]1[CH:39]=[CH:38][CH:37]=[CH:36][CH:35]=1.C(O)C. (5) Given the product [CH3:13][O:12][C:10]1[C:9]2[C:4](=[CH:5][C:6]([C:14]3[C:19]([C:20]([F:23])([F:21])[F:22])=[CH:18][CH:17]=[CH:16][N:15]=3)=[CH:7][CH:8]=2)[N:3]=[CH:2][CH:11]=1, predict the reactants needed to synthesize it. The reactants are: Cl[C:2]1[CH:11]=[C:10]([O:12][CH3:13])[C:9]2[C:4](=[CH:5][C:6]([C:14]3[C:19]([C:20]([F:23])([F:22])[F:21])=[CH:18][CH:17]=[CH:16][N:15]=3)=[CH:7][CH:8]=2)[N:3]=1.C([O-])=O.[NH4+]. (6) Given the product [F:32][C:31]([F:34])([F:33])[S:28]([O:1][C:2]1[C:6]([CH3:8])([CH3:7])[NH:5][C:4](=[O:9])[C:3]=1[C:10]1[CH:11]=[CH:12][C:13]([O:16][CH2:17][C:18]2[CH:27]=[CH:26][C:25]3[C:20](=[CH:21][CH:22]=[CH:23][CH:24]=3)[N:19]=2)=[CH:14][CH:15]=1)(=[O:30])=[O:29], predict the reactants needed to synthesize it. The reactants are: [OH:1][C:2]1[C:6]([CH3:8])([CH3:7])[NH:5][C:4](=[O:9])[C:3]=1[C:10]1[CH:15]=[CH:14][C:13]([O:16][CH2:17][C:18]2[CH:27]=[CH:26][C:25]3[C:20](=[CH:21][CH:22]=[CH:23][CH:24]=3)[N:19]=2)=[CH:12][CH:11]=1.[S:28](O[S:28]([C:31]([F:34])([F:33])[F:32])(=[O:30])=[O:29])([C:31]([F:34])([F:33])[F:32])(=[O:30])=[O:29]. (7) Given the product [C:11]([O:15][C:16]([N:18]1[C:22]2=[N:23][CH:24]=[C:25]([O:10][CH:7]3[CH2:8][CH2:9][N:4]([CH:1]4[CH2:3][CH2:2]4)[CH2:5][CH2:6]3)[CH:26]=[C:21]2[CH:20]=[C:19]1[C:28]([N:30]1[CH2:35][CH2:34][O:33][CH2:32][CH2:31]1)=[O:29])=[O:17])([CH3:14])([CH3:12])[CH3:13], predict the reactants needed to synthesize it. The reactants are: [CH:1]1([N:4]2[CH2:9][CH2:8][CH:7]([OH:10])[CH2:6][CH2:5]2)[CH2:3][CH2:2]1.[C:11]([O:15][C:16]([N:18]1[C:22]2=[N:23][CH:24]=[C:25](O)[CH:26]=[C:21]2[CH:20]=[C:19]1[C:28]([N:30]1[CH2:35][CH2:34][O:33][CH2:32][CH2:31]1)=[O:29])=[O:17])([CH3:14])([CH3:13])[CH3:12].C1(P(C2C=CC=CC=2)C2C=CC=CC=2)C=CC=CC=1.N(C(OC(C)C)=O)=NC(OC(C)C)=O. (8) Given the product [OH:10][C:11]1[C:12]([CH3:26])=[C:13]([CH3:25])[C:14]([NH:18][C:19](=[O:24])[C:20]([CH3:21])([CH3:22])[CH3:23])=[N:15][C:16]=1[CH3:17], predict the reactants needed to synthesize it. The reactants are: CO.C([O:10][C:11]1[C:12]([CH3:26])=[C:13]([CH3:25])[C:14]([NH:18][C:19](=[O:24])[C:20]([CH3:23])([CH3:22])[CH3:21])=[N:15][C:16]=1[CH3:17])C1C=CC=CC=1.